Dataset: Forward reaction prediction with 1.9M reactions from USPTO patents (1976-2016). Task: Predict the product of the given reaction. (1) Given the reactants [CH:1]1[C:6](N=C=S)=[CH:5][C:4]2[C:10]([O:12][C:13]3([C:23]4[CH:24]=[CH:25][C:26]([OH:28])=[CH:27][C:22]=4[O:21][C:15]4[CH:16]=[C:17]([OH:20])[CH:18]=[CH:19][C:14]3=4)[C:3]=2[CH:2]=1)=[O:11].[Cl-].[NH4+].C1C=CC(N)=CC=1.OCC(CO)O, predict the reaction product. The product is: [CH:1]1[CH:6]=[CH:5][C:4]([C:10]([OH:12])=[O:11])=[C:3]([C:13]2[C:14]3[CH:19]=[CH:18][C:17]([OH:20])=[CH:16][C:15]=3[O:21][C:22]3[C:23]=2[CH:24]=[CH:25][C:26]([CH:27]=3)=[O:28])[CH:2]=1. (2) Given the reactants [Li]CCCC.CCCCCC.[CH3:12][N:13]1[CH:17]=[N:16][NH:15][C:14]1=[S:18].[Cl:19][C:20]1[CH:47]=[CH:46][C:23]([C:24]([C:26]2[CH:27]=[C:28]3[C:33]4=[C:34]([O:36][CH2:37][N:32]4[C:31](=[O:38])[CH:30]=[C:29]3[C:39]3[CH:44]=[CH:43][CH:42]=[C:41]([Cl:45])[CH:40]=3)[CH:35]=2)=[O:25])=[CH:22][CH:21]=1, predict the reaction product. The product is: [Cl:45][C:41]1[CH:40]=[C:39]([C:29]2[C:28]3[C:33]4=[C:34]([O:36][CH2:37][N:32]4[C:31](=[O:38])[CH:30]=2)[CH:35]=[C:26]([C:24]([C:23]2[CH:46]=[CH:47][C:20]([Cl:19])=[CH:21][CH:22]=2)([OH:25])[C:17]2[N:13]([CH3:12])[C:14]([SH:18])=[N:15][N:16]=2)[CH:27]=3)[CH:44]=[CH:43][CH:42]=1. (3) Given the reactants [NH2:1][CH:2]1[CH2:7][CH2:6][CH:5]([NH:8][C:9]2[N:17]=[C:16]3[C:12]([N:13]=[CH:14][N:15]3[CH:18]3[CH2:22][CH2:21][CH2:20][CH2:19]3)=[C:11]([NH:23][CH2:24][C:25]3[CH:30]=[CH:29][C:28]([C:31]4[CH:36]=[CH:35][CH:34]=[CH:33][C:32]=4[O:37]C)=[CH:27][CH:26]=3)[N:10]=2)[CH2:4][CH2:3]1.CO, predict the reaction product. The product is: [NH2:1][CH:2]1[CH2:3][CH2:4][CH:5]([NH:8][C:9]2[N:17]=[C:16]3[C:12]([N:13]=[CH:14][N:15]3[CH:18]3[CH2:19][CH2:20][CH2:21][CH2:22]3)=[C:11]([NH:23][CH2:24][C:25]3[CH:26]=[CH:27][C:28]([C:31]4[CH:36]=[CH:35][CH:34]=[CH:33][C:32]=4[OH:37])=[CH:29][CH:30]=3)[N:10]=2)[CH2:6][CH2:7]1. (4) The product is: [NH2:21][C:22]1[C:27]([C:28]([NH:30][C:31]2[CH:32]=[CH:33][C:34]([S:37](=[O:41])(=[O:40])[NH:38][CH3:39])=[CH:35][CH:36]=2)=[O:29])=[C:26]([NH:1][C@H:2]([C:4]2[N:9]([C:10]3[CH:15]=[CH:14][CH:13]=[CH:12][CH:11]=3)[C:8](=[O:16])[C:7]3=[C:17]([CH3:20])[CH:18]=[CH:19][N:6]3[N:5]=2)[CH3:3])[N:25]=[CH:24][N:23]=1. Given the reactants [NH2:1][C@H:2]([C:4]1[N:9]([C:10]2[CH:15]=[CH:14][CH:13]=[CH:12][CH:11]=2)[C:8](=[O:16])[C:7]2=[C:17]([CH3:20])[CH:18]=[CH:19][N:6]2[N:5]=1)[CH3:3].[NH2:21][C:22]1[C:27]([C:28]([NH:30][C:31]2[CH:36]=[CH:35][C:34]([S:37](=[O:41])(=[O:40])[NH:38][CH3:39])=[CH:33][CH:32]=2)=[O:29])=[C:26](Cl)[N:25]=[CH:24][N:23]=1.CCN(C(C)C)C(C)C.[F-].[Cs+], predict the reaction product. (5) Given the reactants C(OC(=O)[NH:7][N:8]1[CH:12]=[C:11]([C:13]2[CH:18]=[CH:17][CH:16]=[CH:15][C:14]=2[F:19])[N:10]=[C:9]1[CH3:20])(C)(C)C.FC(F)(F)C(O)=O.[OH-].[Na+], predict the reaction product. The product is: [F:19][C:14]1[CH:15]=[CH:16][CH:17]=[CH:18][C:13]=1[C:11]1[N:10]=[C:9]([CH3:20])[N:8]([NH2:7])[CH:12]=1. (6) Given the reactants [CH3:1][O:2][C:3]1[CH:8]=[CH:7][CH:6]=[CH:5][C:4]=1[C:9]1[CH:14]=[CH:13][C:12]([N+:15]([O-])=O)=[CH:11][CH:10]=1.C([O-])=O.[NH4+], predict the reaction product. The product is: [CH3:1][O:2][C:3]1[CH:8]=[CH:7][CH:6]=[CH:5][C:4]=1[C:9]1[CH:10]=[CH:11][C:12]([NH2:15])=[CH:13][CH:14]=1. (7) Given the reactants [C:1]([O:5][C:6]([N:8]1[CH2:13][CH2:12][CH:11]([C:14]2[CH:15]=[C:16]3[C:25](=[CH:26][C:27]=2Br)[O:24][CH2:23][C:22]2[N:17]3[CH:18]([CH3:30])[C:19](=[O:29])[NH:20][N:21]=2)[CH2:10][CH2:9]1)=[O:7])([CH3:4])([CH3:3])[CH3:2].C(OC(N1CC=C(B2OC(C)(C)C(C)(C)O2)CC1)=O)(C)(C)C.C([O-])([O-])=O.[K+].[K+], predict the reaction product. The product is: [C:1]([O:5][C:6]([N:8]1[CH2:9][CH:10]=[C:11]([C:14]2[CH:15]=[C:16]3[C:25](=[CH:26][CH:27]=2)[O:24][CH2:23][C:22]2[N:17]3[CH:18]([CH3:30])[C:19](=[O:29])[NH:20][N:21]=2)[CH2:12][CH2:13]1)=[O:7])([CH3:4])([CH3:2])[CH3:3].